From a dataset of B-cell epitopes from IEDB database with 3,159 antigens for binding position prediction. Token-level Classification. Given an antigen amino acid sequence, predict which amino acid positions are active epitope sites capable of antibody binding. Output is a list of indices for active positions. (1) Given the antigen sequence: MNNMSSAAPMGSRPCALGLFCCCSSCFCLCCPRHRPVSRLAAAVGGAAAVPAVVSGVTGLILSPSQSPIFIQPTPSPPMSPLRPGLDLVFANPPDHSAPLGVTRPSAPPLPHVVDLPQLGPRR, which amino acid positions are active epitope sites? The epitope positions are: [74, 75, 76, 77, 78, 79, 80, 81, 82, 83]. The amino acids at these positions are: PSPPMSPLRP. (2) Given the antigen sequence: MSLFDDGLEDLDRHPTHAHHPAQVIHDGPFVLEDGEPLQRTGMLVLSDEHLEHARAAIAPLAAHLAHAFLVFSEAGLLVHASVRGEQVYVTLAPDQFSTFVWSGPQAVFLGNVDGSGGVLDALKVDRRRTVFNVTFEVYGAFPARLLTRRAYFADAGLAAGPGSPSVACVYKHEFNDYCIMLPSRAPDVSLTLSRPQVAKLAAVAKGAAAGTTFALARGLDFSVSSSAGVVTFPARDHDGTAVLERASRRRQGVDAVGATEPFAMTLEAAHGLLTLLQRLRAGNAELTFNFFTTPRQAPLFSVTTCGPVRATTFFFCAPADPATVPAAPEGAAATVAAACGAGASSAAPAAGDKRPAAPRMYTPIAKRPRTASGEGGHAYGDLF, which amino acid positions are active epitope sites? The epitope positions are: [359, 360, 361, 362, 363, 364, 365, 366]. The amino acids at these positions are: RMYTPIAK. (3) Given the antigen sequence: MRCIGISNRDFVEGVSGGSWVDIVLEHGSCVTTMAKNKPTLDFELIKTEAKQPATLRKYCIEAKLTNTTTESRCPTQGEPSLKEEQDKRFVCKHSMVDRGWGNGCGLFGKGGIVTCAMFTCKKNMEGKIVQPENLEYTIVVTPHSGEEHAVGNDTGKHGKEIKVTPQSSITEAELTGYGTVTMECSPRTSLDFNEMVLLQMENKAWLVHRQWFLDLPLPWLPGADKQESNWIQKETLVTFKNPHAKKQDVVVLGSQEGAMHTALTGATEIQMSSGNLLFTGHLKCRLRMDKLQLKGMSYSMCTGKFKVVKEIAETQHGTIVIRVQYEGDGSPCKIPFEIMDLEKRYVLGRLITVNPIVTEKDSPVNIEAEPPFGDSYIIIGVEPGQLKLNWFKKGSSIGQMFETTMRGAKRMAILGDTAWDFGSLGGVFTSIGKALHQVFGAIYGAAFSGVSWTMKILIGVIITWIGMNSRSTSLSVSLVLVGIVTLYLGVMVQA, which amino acid positions are active epitope sites? The epitope positions are: [112, 113, 114, 115, 116, 117, 118]. The amino acids at these positions are: IVTCAMF. (4) Given the antigen sequence: MAALTRDPQFQKLQQWYREHRSELNLRRLFDANKDRFNHFSLTLNTNHGHILVDYSKNLVTEDVMRMLVDLAKSRGVEAARERMFNGEKINYTEGRAVLHVALRNRSNTPILVDGKDVMPEVNKVLDKMKSFCQRVRSGDWKGYTGKTITDVINIGIGGSDLGPLMVTEALKPYSSGGPRVWYVSNIDGTHIAKTLAQLNPESSLFIIASKTFTTQETITNAETAKEWFLQAAKDPSAVAKHFVALSTNTTKVKEFGIDPQNMFEFWDWVGGRYSLWSAIGLSIALHVGFDNFEQLLSGAHWMDQHFRTTPLEKNAPVLLALLGIWYINCFGCETHAMLPYDQYLHRFAAYFQQGDMESNGKYITKSGTRVDHQTGPIVWGEPGTNGQHAFYQLIHQGTKMIPCDFLIPVQTQHPIRKGLHHKILLANFLAQTEALMRGKSTEEARKELQAAGKSPEDLERLLPHKVFEGNRPTNSIVFTKLTPFMLGALVAMYEHKIFV..., which amino acid positions are active epitope sites? The epitope positions are: [90, 91, 92, 93, 94, 95, 96, 97, 98, 99, 100, 101, 102, 103, 104, 105, 106, 107, 108]. The amino acids at these positions are: NYTEGRAVLHVALRNRSNT. (5) The epitope positions are: [62, 63, 64, 65, 66, 67]. The amino acids at these positions are: EQRRAA. Given the antigen sequence: FLEYSTSECHFFNGTERVRFLERYFHNQEENVRFDSDVGEYRAVTELGRPDAEYWNSQKDLLEQRRAAVDTYCRHNYGVVESF, which amino acid positions are active epitope sites? (6) Given the antigen sequence: SGEEEKDGDKKLDAGQQPPTKDKEKGKESDLNTEKDGNKQVQTHKDRDIDMGTSGTITVLKYKILKSKLRFPMVRGRKIMNMNHLAQYNPEQTDLANTRATKNQFARWFDGVKGDYGLNDAEMDVMLNGLVVWCIENGTFPNINGLWTMMDGEEQIEYPIKPLIDHASPTFRQIMAHFSDIAEAYIEKRNFDGKYMPRYGLLRNLNDFSLARYAFDFYEMTSKTPNRAREAHLQMKAAALQSASTRMFGLDGKVTTKEEDTERHTAEDVTRNLHTLMGVRAI, which amino acid positions are active epitope sites? The epitope positions are: [146, 147, 148, 149, 150, 151, 152, 153, 154, 155, 156, 157]. The amino acids at these positions are: WTMMDGEEQIEY. (7) The epitope positions are: [421, 422, 423, 424, 425, 426, 427, 428, 429, 430, 431, 432, 433, 434, 435, 436]. The amino acids at these positions are: PALDKLKLTGDEATGA. Given the antigen sequence: MAKTIAYDEEARRGLERGLNSLADAVKVTLGPKGRNVVLEKKWGAPTITNDGVSIAKEIELEDPYEKIGAELVKEVAKKTDDVAGDGTTTATVLAQALVKEGLRNVAAGANPLGLKRGIEKAVDKVTETLLKDAKEVETKEQIAATAAISAGDQSIGDLIAEAMDKVGNEGVITVEESNTFGLQLELTEGMRFDKGYISGYFVTDAERQEAVLEEPYILLVSSKVSTVKDLLPLLEKVIQAGKSLLIIAEDVEGEALSTLVVNKIRGTFKSVAVKAPGFGDRRKAMLQDMAILTGAQVISEEVGLTLENTDLSLLGKARKVVMTKDETTIVEGAGDTDAIAGRVAQIRTEIENSDSDYDREKLQERLAKLAGGVAVIKAGAATEVELKERKHRIEDAVRNAKAAVEEGIVAGGGVTLLQAAPALDKLKLTGDEATGANIVKVALEAPLKQIAFNSGMEPGVVAEKVRNLSVGHGLNAATGEYEDLLKAGVADPVKVTRSA..., which amino acid positions are active epitope sites?